Regression. Given a peptide amino acid sequence and an MHC pseudo amino acid sequence, predict their binding affinity value. This is MHC class I binding data. From a dataset of Peptide-MHC class I binding affinity with 185,985 pairs from IEDB/IMGT. The peptide sequence is LISSDGARV. The MHC is HLA-A02:03 with pseudo-sequence HLA-A02:03. The binding affinity (normalized) is 0.873.